This data is from Catalyst prediction with 721,799 reactions and 888 catalyst types from USPTO. The task is: Predict which catalyst facilitates the given reaction. (1) Reactant: [C:1]([O:4][C:5]1[CH:6]=[C:7]2[C:12](=[CH:13][C:14]=1[O:15][CH3:16])[N:11]=[C:10]([C:17]1[CH:22]=[CH:21][C:20]([C:23]3[CH:28]=[CH:27][CH:26]=[CH:25][CH:24]=3)=[C:19]([F:29])[CH:18]=1)[N:9]=[C:8]2Cl)(=[O:3])[CH3:2].[NH2:31][C:32]1[CH:33]=[C:34]2[C:38](=[CH:39][CH:40]=1)[N:37]([C:41]([O:43][C:44]([CH3:47])([CH3:46])[CH3:45])=[O:42])[N:36]=[CH:35]2. Product: [C:1]([O:4][C:5]1[CH:6]=[C:7]2[C:12](=[CH:13][C:14]=1[O:15][CH3:16])[N:11]=[C:10]([C:17]1[CH:22]=[CH:21][C:20]([C:23]3[CH:28]=[CH:27][CH:26]=[CH:25][CH:24]=3)=[C:19]([F:29])[CH:18]=1)[N:9]=[C:8]2[NH:31][C:32]1[CH:33]=[C:34]2[C:38](=[CH:39][CH:40]=1)[N:37]([C:41]([O:43][C:44]([CH3:47])([CH3:46])[CH3:45])=[O:42])[N:36]=[CH:35]2)(=[O:3])[CH3:2]. The catalyst class is: 41. (2) Reactant: [CH:1](=O)[CH:2]([CH3:4])[CH3:3].[CH2:6]([SH:10])[CH2:7][CH2:8][SH:9].B(F)(F)F.CCOCC. Product: [CH:2]([CH:1]1[S:10][CH2:6][CH2:7][CH2:8][S:9]1)([CH3:4])[CH3:3]. The catalyst class is: 4. (3) Reactant: N[C:2]1[CH:7]=[CH:6][C:5]([S:8]([NH2:11])(=[O:10])=[O:9])=[CH:4][CH:3]=1.[ClH:12].N([O-])=O.[Na+].[S:17](=[O:19])=[O:18]. Product: [S:8]([C:5]1[CH:6]=[CH:7][C:2]([S:17]([Cl:12])(=[O:19])=[O:18])=[CH:3][CH:4]=1)(=[O:10])(=[O:9])[NH2:11]. The catalyst class is: 6. (4) Reactant: [F:1][C:2]1[CH:3]=[C:4]([C:11](=[O:13])[CH3:12])[CH:5]=[C:6]([F:10])[C:7]=1[O:8]C.Br. Product: [F:1][C:2]1[CH:3]=[C:4]([C:11](=[O:13])[CH3:12])[CH:5]=[C:6]([F:10])[C:7]=1[OH:8]. The catalyst class is: 6.